This data is from Catalyst prediction with 721,799 reactions and 888 catalyst types from USPTO. The task is: Predict which catalyst facilitates the given reaction. (1) Reactant: [O-]CC.[Na+].[O:5]1[CH:9]=[CH:8][CH:7]=[C:6]1[C:10]([NH2:12])=[NH:11].[C:13](OCC)(=[O:20])[CH2:14][C:15](OCC)=[O:16]. The catalyst class is: 8. Product: [O:5]1[CH:9]=[CH:8][CH:7]=[C:6]1[C:10]1[N:12]=[C:15]([OH:16])[CH:14]=[C:13]([OH:20])[N:11]=1. (2) Reactant: Br[C:2]1[CH:13]=[CH:12][C:5]2[O:6][C:7]([CH3:11])([CH3:10])[O:8][CH2:9][C:4]=2[CH:3]=1.C([Li])CCC.[O:19]=[CH:20][CH2:21][NH:22][C:23](=[O:29])[O:24][C:25]([CH3:28])([CH3:27])[CH3:26].C(O)(=O)C. Product: [C:25]([O:24][C:23](=[O:29])[N:22]([C:2]1[CH:13]=[CH:12][C:5]2[O:6][C:7]([CH3:11])([CH3:10])[O:8][CH2:9][C:4]=2[CH:3]=1)[CH2:21][CH2:20][OH:19])([CH3:28])([CH3:26])[CH3:27]. The catalyst class is: 54. (3) Reactant: [C:1]([N:8]1[CH2:13][CH2:12][C:11](=O)[CH2:10][CH2:9]1)([O:3][C:4]([CH3:7])([CH3:6])[CH3:5])=[O:2].[NH2:15][C:16]1[CH:21]=[CH:20][CH:19]=[CH:18][N:17]=1.C(O[BH-](OC(=O)C)OC(=O)C)(=O)C.[Na+].C(O)(=O)C. Product: [C:4]([O:3][C:1]([N:8]1[CH2:13][CH2:12][CH:11]([NH:15][C:16]2[CH:21]=[CH:20][CH:19]=[CH:18][N:17]=2)[CH2:10][CH2:9]1)=[O:2])([CH3:7])([CH3:6])[CH3:5]. The catalyst class is: 26. (4) Reactant: [CH2:1]([C@H:8]([NH:42][C:43]([C@@H:45]([NH:50][C:51](=[O:54])[O:52][CH3:53])[C:46]([CH3:49])([CH3:48])[CH3:47])=[O:44])[C@@H:9]([O:38][CH2:39]SC)[CH2:10][C@@H:11]([NH:25][C:26](=[O:37])[C@H:27]([C:33]([CH3:36])([CH3:35])[CH3:34])[NH:28][C:29]([O:31][CH3:32])=[O:30])[CH2:12][C:13]1[CH:18]=[CH:17][C:16]([C:19]2[CH:24]=[CH:23][CH:22]=[CH:21][N:20]=2)=[CH:15][CH:14]=1)[C:2]1[CH:7]=[CH:6][CH:5]=[CH:4][CH:3]=1.[P:55](=[O:59])([OH:58])([OH:57])[OH:56].IN1C(=O)CCC1=O.C(=O)([O-])[O-].[Na+:72].[Na+:73]. Product: [CH3:53][O:52][C:51](=[O:54])[NH:50][C@@H:45]([C:46]([CH3:47])([CH3:48])[CH3:49])[C:43](=[O:44])[NH:42][C@@H:8]([CH2:1][C:2]1[CH:3]=[CH:4][CH:5]=[CH:6][CH:7]=1)[C@@H:9]([O:38][CH2:39][O:57][P:55]([OH:59])([OH:58])=[O:56])[CH2:10][C@H:11]([CH2:12][C:13]1[CH:18]=[CH:17][C:16]([C:19]2[CH:24]=[CH:23][CH:22]=[CH:21][N:20]=2)=[CH:15][CH:14]=1)[NH:25][C:26](=[O:37])[C@H:27]([C:33]([CH3:35])([CH3:34])[CH3:36])[NH:28][C:29](=[O:30])[O:31][CH3:32].[Na:72][Na:73]. The catalyst class is: 83. (5) Reactant: C(O)(C(F)(F)F)=O.C(OC(=O)[N:14]([CH:23]([C:31]1[CH:36]=[CH:35][C:34]([O:37][CH2:38][CH2:39][CH2:40][CH:41]2[CH2:46][CH2:45][N:44]([C:47]3[O:51][N:50]=[C:49]([CH:52]([CH3:54])[CH3:53])[N:48]=3)[CH2:43][CH2:42]2)=[CH:33][C:32]=1[F:55])[C:24](=[O:30])[N:25]1[CH2:29][CH2:28][CH2:27][CH2:26]1)[C:15]1[CH:20]=[CH:19][C:18]([O:21][CH3:22])=[CH:17][CH:16]=1)(C)(C)C. Product: [F:55][C:32]1[CH:33]=[C:34]([O:37][CH2:38][CH2:39][CH2:40][CH:41]2[CH2:42][CH2:43][N:44]([C:47]3[O:51][N:50]=[C:49]([CH:52]([CH3:54])[CH3:53])[N:48]=3)[CH2:45][CH2:46]2)[CH:35]=[CH:36][C:31]=1[CH:23]([NH:14][C:15]1[CH:20]=[CH:19][C:18]([O:21][CH3:22])=[CH:17][CH:16]=1)[C:24]([N:25]1[CH2:29][CH2:28][CH2:27][CH2:26]1)=[O:30]. The catalyst class is: 2. (6) Product: [Cl:1][C:2]1[C:3]([C:15]2[N:16]([CH:21]([CH3:23])[CH3:22])[C:17]([CH3:20])=[N:18][CH:19]=2)=[N:4][C:5]([NH:8][CH:9]2[CH2:10][CH2:11][N:12]([S:27]([CH2:26][CH2:25][C:45]([CH3:47])([N+:42]([O-:44])=[O:43])[CH3:46])(=[O:29])=[O:28])[CH2:13][CH2:14]2)=[N:6][CH:7]=1. Reactant: [Cl:1][C:2]1[C:3]([C:15]2[N:16]([CH:21]([CH3:23])[CH3:22])[C:17]([CH3:20])=[N:18][CH:19]=2)=[N:4][C:5]([NH:8][CH:9]2[CH2:14][CH2:13][NH:12][CH2:11][CH2:10]2)=[N:6][CH:7]=1.Cl[CH2:25][CH2:26][S:27](Cl)(=[O:29])=[O:28].N12CCCN=C1CCCCC2.[N+:42]([CH:45]([CH3:47])[CH3:46])([O-:44])=[O:43]. The catalyst class is: 34. (7) Reactant: [C:1]([O:5][C:6]([N:8]([CH2:25][C@H:26]1[CH2:35][CH2:34][C:33]2[C:28](=[CH:29][CH:30]=[C:31]([C:36]3[CH:45]=[CH:44][C:39]([C:40]([O:42][CH3:43])=[O:41])=[CH:38][CH:37]=3)[CH:32]=2)[O:27]1)[CH2:9][C@@H:10]([C:12]1[CH:13]=[N:14][C:15]([N:18]2C(C)=CC=C2C)=[CH:16][CH:17]=1)[OH:11])=[O:7])([CH3:4])([CH3:3])[CH3:2].O.NO.[OH-].[K+]. Product: [NH2:18][C:15]1[N:14]=[CH:13][C:12]([C@@H:10]([OH:11])[CH2:9][N:8]([CH2:25][C@H:26]2[CH2:35][CH2:34][C:33]3[C:28](=[CH:29][CH:30]=[C:31]([C:36]4[CH:37]=[CH:38][C:39]([C:40]([O:42][CH3:43])=[O:41])=[CH:44][CH:45]=4)[CH:32]=3)[O:27]2)[C:6]([O:5][C:1]([CH3:3])([CH3:2])[CH3:4])=[O:7])=[CH:17][CH:16]=1. The catalyst class is: 8.